Task: Predict which catalyst facilitates the given reaction.. Dataset: Catalyst prediction with 721,799 reactions and 888 catalyst types from USPTO (1) Reactant: [CH3:1][C:2]1([CH3:19])[C:13]2[C:14]3[N:5]([C:6](=[O:18])[C:7](=[O:17])[NH:8][C:9]=3[CH:10]=[C:11]([CH3:16])[C:12]=2[CH3:15])[CH2:4][CH2:3]1.[H-].[Na+].Br[CH2:23]/[CH:24]=[CH:25]/[CH:26]=[CH2:27].O. Product: [CH3:1][C:2]1([CH3:19])[C:13]2[C:14]3[N:5]([C:6](=[O:18])[C:7](=[O:17])[N:8]([CH2:27]/[CH:26]=[CH:25]/[CH:24]=[CH2:23])[C:9]=3[CH:10]=[C:11]([CH3:16])[C:12]=2[CH3:15])[CH2:4][CH2:3]1. The catalyst class is: 3. (2) Reactant: CON(C)[C:4]([CH:6]1[CH2:11][CH2:10][CH2:9][CH2:8][N:7]1[C:12]([O:14][C:15]([CH3:18])([CH3:17])[CH3:16])=[O:13])=[O:5].[H-].C([Al+]CC(C)C)C(C)C.O.O.O.O.O.O.O.O.O.O.S([O-])([O-])(=O)=O.[Na+].[Na+].S([O-])([O-])(=O)=O.[Mg+2]. Product: [CH:4]([CH:6]1[CH2:11][CH2:10][CH2:9][CH2:8][N:7]1[C:12]([O:14][C:15]([CH3:18])([CH3:17])[CH3:16])=[O:13])=[O:5]. The catalyst class is: 182. (3) Reactant: FC(F)(F)C(O)=O.[C:8]([N:15]1[CH2:20][CH2:19][CH2:18][CH:17]([CH2:21][N:22]([C:27]2[CH:32]=[CH:31][CH:30]=[CH:29][CH:28]=2)[C:23](=[O:26])[CH2:24][CH3:25])[CH2:16]1)(OC(C)(C)C)=O.[S:33]1[CH:37]=[CH:36][CH:35]=[C:34]1C=O.[BH-](OC(C)=O)(OC(C)=O)OC(C)=O.[Na+]. Product: [S:33]1[CH:37]=[CH:36][CH:35]=[C:34]1[CH2:8][N:15]1[CH2:20][CH2:19][CH2:18][CH:17]([CH2:21][N:22]([C:27]2[CH:28]=[CH:29][CH:30]=[CH:31][CH:32]=2)[C:23](=[O:26])[CH2:24][CH3:25])[CH2:16]1. The catalyst class is: 2. (4) Reactant: [S:1]1[CH:5]=[CH:4][C:3]([C:6]2[CH:11]=[CH:10][C:9]([OH:12])=[CH:8][CH:7]=2)=[CH:2]1.[C:13]([O:17][C:18]([N:20]1[CH2:25][CH2:24][CH:23]([N:26]2[C:30]3=[N:31][CH:32]=[N:33][C:34](Cl)=[C:29]3[CH:28]=[N:27]2)[CH2:22][CH2:21]1)=[O:19])([CH3:16])([CH3:15])[CH3:14].C(=O)([O-])[O-].[K+].[K+].C(=O)([O-])[O-].[Na+].[Na+]. Product: [C:13]([O:17][C:18]([N:20]1[CH2:21][CH2:22][CH:23]([N:26]2[C:30]3=[N:31][CH:32]=[N:33][C:34]([O:12][C:9]4[CH:10]=[CH:11][C:6]([C:3]5[CH:4]=[CH:5][S:1][CH:2]=5)=[CH:7][CH:8]=4)=[C:29]3[CH:28]=[N:27]2)[CH2:24][CH2:25]1)=[O:19])([CH3:16])([CH3:14])[CH3:15]. The catalyst class is: 9.